From a dataset of Full USPTO retrosynthesis dataset with 1.9M reactions from patents (1976-2016). Predict the reactants needed to synthesize the given product. (1) Given the product [CH2:1]([N:4]1[CH2:17][CH2:16][C:7]2[N:8]([CH2:22][CH:21]([C:23]3[CH:28]=[CH:27][N:26]=[CH:25][CH:24]=3)[OH:20])[C:9]3[CH:10]=[CH:11][C:12]([CH3:15])=[CH:13][C:14]=3[C:6]=2[CH2:5]1)[CH:2]=[CH2:3], predict the reactants needed to synthesize it. The reactants are: [CH2:1]([N:4]1[CH2:17][CH2:16][C:7]2[NH:8][C:9]3[CH:10]=[CH:11][C:12]([CH3:15])=[CH:13][C:14]=3[C:6]=2[CH2:5]1)[CH:2]=[CH2:3].[H-].[Na+].[O:20]1[CH2:22][CH:21]1[C:23]1[CH:28]=[CH:27][N:26]=[CH:25][CH:24]=1. (2) Given the product [CH3:25][S:22]([N:18]1[CH2:19][CH2:20][CH2:21][CH:16]([C:14]2[CH:15]=[C:10]([CH:5]([CH2:6][CH:7]([CH3:9])[CH3:8])[C:4]([OH:36])=[O:3])[CH:11]=[C:12]([C:26]3[CH:27]=[CH:28][C:29]([C:32]([F:34])([F:33])[F:35])=[CH:30][CH:31]=3)[CH:13]=2)[CH2:17]1)(=[O:23])=[O:24], predict the reactants needed to synthesize it. The reactants are: C([O:3][C:4](=[O:36])[CH:5]([C:10]1[CH:11]=[C:12]([C:26]2[CH:31]=[CH:30][C:29]([C:32]([F:35])([F:34])[F:33])=[CH:28][CH:27]=2)[CH:13]=[C:14]([CH:16]2[CH2:21][CH2:20][CH2:19][N:18]([S:22]([CH3:25])(=[O:24])=[O:23])[CH2:17]2)[CH:15]=1)[CH2:6][CH:7]([CH3:9])[CH3:8])C.[OH-].[K+]. (3) Given the product [CH3:36][C:37]1[O:41][C:23]([CH3:22])=[CH:24][C:25]=1[CH2:20][NH:19][C:14]1[N:13]=[C:12]([NH:11][C:5]2[CH:6]=[CH:7][CH:8]=[C:3]([OH:2])[CH:4]=2)[C:17]([F:18])=[CH:16][N:15]=1, predict the reactants needed to synthesize it. The reactants are: C1CO[C:8]2[CH:7]=[CH:6][C:5]([NH:11][C:12]3[C:17]([F:18])=[CH:16][N:15]=[C:14]([NH:19][C:20]4[CH:25]=[CH:24][CH:23]=[C:22](O)C=4)[N:13]=3)=[CH:4][C:3]=2[O:2]1.ClC1N=C(NC2C=CC=[C:37]([OH:41])[CH:36]=2)C(F)=CN=1.CC1OC(C)=CC=1CN. (4) Given the product [C:1]([O:5][C:6]([NH:8][C@@H:9]([C:13]1[C:14]([F:42])=[C:15]([C:19]2[CH:24]=[C:23]([N:43]3[CH2:48][CH2:47][O:46][CH2:45][CH2:44]3)[CH:22]=[C:21]([CH2:26][O:27][C:28]3[CH:33]=[CH:32][CH:31]=[CH:30][C:29]=3[CH2:34][C:35]([O:37][C:38]([CH3:41])([CH3:40])[CH3:39])=[O:36])[CH:20]=2)[CH:16]=[CH:17][CH:18]=1)[CH2:10][CH2:11][CH3:12])=[O:7])([CH3:4])([CH3:3])[CH3:2], predict the reactants needed to synthesize it. The reactants are: [C:1]([O:5][C:6]([NH:8][C@@H:9]([C:13]1[C:14]([F:42])=[C:15]([C:19]2[CH:24]=[C:23](Cl)[CH:22]=[C:21]([CH2:26][O:27][C:28]3[CH:33]=[CH:32][CH:31]=[CH:30][C:29]=3[CH2:34][C:35]([O:37][C:38]([CH3:41])([CH3:40])[CH3:39])=[O:36])[CH:20]=2)[CH:16]=[CH:17][CH:18]=1)[CH2:10][CH2:11][CH3:12])=[O:7])([CH3:4])([CH3:3])[CH3:2].[NH:43]1[CH2:48][CH2:47][O:46][CH2:45][CH2:44]1.C([O-])([O-])=O.[Cs+].[Cs+].